From a dataset of Full USPTO retrosynthesis dataset with 1.9M reactions from patents (1976-2016). Predict the reactants needed to synthesize the given product. (1) Given the product [Cl:1][C:2]1[CH:7]=[CH:6][C:5]([C:8]2[N:12]([CH2:13][CH2:14][N:34]3[CH2:39][CH2:38][O:37][CH2:36][CH2:35]3)[C:11](=[O:16])[N:10]([CH2:17][C:18]([NH:20][C:21]([CH3:22])([C:23]3[CH:28]=[CH:27][CH:26]=[C:25]([C:29]([F:30])([F:31])[F:32])[CH:24]=3)[CH3:33])=[O:19])[N:9]=2)=[CH:4][CH:3]=1, predict the reactants needed to synthesize it. The reactants are: [Cl:1][C:2]1[CH:7]=[CH:6][C:5]([C:8]2[N:12]([CH2:13][CH:14]=O)[C:11](=[O:16])[N:10]([CH2:17][C:18]([NH:20][C:21]([CH3:33])([C:23]3[CH:28]=[CH:27][CH:26]=[C:25]([C:29]([F:32])([F:31])[F:30])[CH:24]=3)[CH3:22])=[O:19])[N:9]=2)=[CH:4][CH:3]=1.[NH:34]1[CH2:39][CH2:38][O:37][CH2:36][CH2:35]1.C(O[BH-](OC(=O)C)OC(=O)C)(=O)C.[Na+].C(=O)([O-])O.[Na+]. (2) Given the product [N:1]1[CH:6]=[CH:5][CH:4]=[CH:3][C:2]=1[CH2:7][N:8]([CH2:22][C:23]1[CH:28]=[CH:27][CH:26]=[CH:25][N:24]=1)[CH2:9][CH2:10][CH2:11][CH2:12][CH2:13][NH2:14], predict the reactants needed to synthesize it. The reactants are: [N:1]1[CH:6]=[CH:5][CH:4]=[CH:3][C:2]=1[CH2:7][N:8]([CH2:22][C:23]1[CH:28]=[CH:27][CH:26]=[CH:25][N:24]=1)[CH2:9][CH2:10][CH2:11][CH2:12][CH2:13][NH:14]C(=O)OC(C)(C)C. (3) Given the product [CH2:27]([O:34][C:35](=[O:36])[NH:37][C:54]1[N:8]([CH2:9][CH2:10][C:11]2[CH:12]=[N:13][CH:14]=[CH:15][CH:16]=2)[C:7]2[CH:6]=[CH:5][C:4]([N:17]([C:18](=[O:25])[C:19]3[CH:20]=[CH:21][CH:22]=[CH:23][CH:24]=3)[CH3:26])=[CH:3][C:2]=2[N:1]=1)[C:28]1[CH:29]=[CH:30][CH:31]=[CH:32][CH:33]=1, predict the reactants needed to synthesize it. The reactants are: [NH2:1][C:2]1[CH:3]=[C:4]([N:17]([CH3:26])[C:18](=[O:25])[C:19]2[CH:24]=[CH:23][CH:22]=[CH:21][CH:20]=2)[CH:5]=[CH:6][C:7]=1[NH:8][CH2:9][CH2:10][C:11]1[CH:12]=[N:13][CH:14]=[CH:15][CH:16]=1.[CH2:27]([O:34][C:35]([NH:37]NC(=N[NH:37][C:35]([O:34][CH2:27][C:28]1[CH:33]=[CH:32][CH:31]=[CH:30][CH:29]=1)=[O:36])SC)=[O:36])[C:28]1[CH:33]=[CH:32][CH:31]=[CH:30][CH:29]=1.[C:54]1(C)C=CC(S(O)(=O)=O)=CC=1. (4) Given the product [C:46]([O:49][CH2:50][CH2:51][CH2:52][S:53]([NH:56][C:27](=[O:28])[C:24]1[CH:25]=[CH:26][C:21]([CH2:20][CH2:19][N:4]2[C:5](/[CH:9]=[CH:10]/[C:11]3[CH:16]=[CH:15][CH:14]=[C:13]([O:17][CH3:18])[CH:12]=3)=[C:6]([Cl:8])[CH:7]=[C:2]([Cl:1])[C:3]2=[O:34])=[CH:22][CH:23]=1)(=[O:54])=[O:55])(=[O:48])[CH3:47], predict the reactants needed to synthesize it. The reactants are: [Cl:1][C:2]1[C:3](=[O:34])[N:4]([CH2:19][CH2:20][C:21]2[CH:26]=[CH:25][C:24]([C:27](N3C=CN=C3)=[O:28])=[CH:23][CH:22]=2)[C:5](/[CH:9]=[CH:10]/[C:11]2[CH:16]=[CH:15][CH:14]=[C:13]([O:17][CH3:18])[CH:12]=2)=[C:6]([Cl:8])[CH:7]=1.C1CCN2C(=NCCC2)CC1.[C:46]([O:49][CH2:50][CH2:51][CH2:52][S:53]([NH2:56])(=[O:55])=[O:54])(=[O:48])[CH3:47].Cl. (5) Given the product [F:1][C:2]1[CH:32]=[CH:31][C:5]([C:6]([NH:8][C:9]2[CH:10]=[CH:11][C:12]([CH:15]3[C:24]([CH3:26])([CH3:25])[CH2:23][C:22]4[C:17](=[CH:18][CH:19]=[C:20]([C:27]([OH:29])=[O:28])[CH:21]=4)[NH:16]3)=[CH:13][CH:14]=2)=[O:7])=[CH:4][CH:3]=1, predict the reactants needed to synthesize it. The reactants are: [F:1][C:2]1[CH:32]=[CH:31][C:5]([C:6]([NH:8][C:9]2[CH:14]=[CH:13][C:12]([CH:15]3[C:24]([CH3:26])([CH3:25])[CH2:23][C:22]4[C:17](=[CH:18][CH:19]=[C:20]([C:27]([O:29]C)=[O:28])[CH:21]=4)[NH:16]3)=[CH:11][CH:10]=2)=[O:7])=[CH:4][CH:3]=1.[OH-].[Na+]. (6) Given the product [CH3:1][C:2]1[C:6]2[CH:7]=[CH:8][C:9]([O:11][CH2:12][CH2:13][CH2:14][O:15][C:16]3[CH:17]=[C:18]4[C:22](=[CH:23][CH:24]=3)[C@H:21]([CH2:25][C:26]([OH:28])=[O:27])[CH2:20][CH2:19]4)=[CH:10][C:5]=2[O:4][CH:3]=1, predict the reactants needed to synthesize it. The reactants are: [CH3:1][C:2]1[C:6]2[CH:7]=[CH:8][C:9]([O:11][CH2:12][CH2:13][CH2:14][O:15][C:16]3[CH:17]=[C:18]4[C:22](=[CH:23][CH:24]=3)[C@H:21]([CH2:25][C:26]([O:28]CC)=[O:27])[CH2:20][CH2:19]4)=[CH:10][C:5]=2[O:4][CH:3]=1.O[Li].O.